The task is: Predict the reaction yield, written as a fraction of the theoretical maximum amount of product (1.0 means a 100% yield; for example, 0.34 means a 34% yield).. This data is from Reaction yield outcomes from USPTO patents with 853,638 reactions. (1) The reactants are Cl.[N:2]1([C:7]2[CH:35]=[CH:34][C:10]([CH2:11][CH:12]([NH:24][S:25]([C:28]3[CH:29]=[N:30][CH:31]=[CH:32][CH:33]=3)(=[O:27])=[O:26])[C:13]3[N:18]=[C:17]([NH:19][CH2:20][C:21]([OH:23])=[O:22])[CH:16]=[CH:15][CH:14]=3)=[CH:9][CH:8]=2)[CH:6]=[CH:5][CH:4]=[N:3]1.[C:36](OC(=O)CN(C(OC(C)(C)C)=O)C1C=CC=C(C(S(C2C=CC=CN=2)(=O)=O)NCC2C=CC(C3SC=CN=3)=CC=2)N=1)(C)(C)[CH3:37]. No catalyst specified. The product is [CH2:36]([O:22][C:21](=[O:23])[CH2:20][NH:19][C:17]1[CH:16]=[CH:15][CH:14]=[C:13]([CH:12]([CH2:11][C:10]2[CH:9]=[CH:8][C:7]([N:2]3[CH:6]=[CH:5][CH:4]=[N:3]3)=[CH:35][CH:34]=2)[NH:24][S:25]([C:28]2[CH:29]=[N:30][CH:31]=[CH:32][CH:33]=2)(=[O:27])=[O:26])[N:18]=1)[CH3:37]. The yield is 0.950. (2) The reactants are [CH2:1]([C:9]1[CH:15]=[CH:14][C:12]([NH2:13])=[CH:11][CH:10]=1)[CH2:2][CH2:3][CH2:4][CH2:5][CH2:6][CH2:7][CH3:8].Br[CH2:17][C:18]#[N:19].C([O-])([O-])=O.[K+].[K+]. The catalyst is CC#N. The product is [CH2:1]([C:9]1[CH:10]=[CH:11][C:12]([NH:13][CH2:17][C:18]#[N:19])=[CH:14][CH:15]=1)[CH2:2][CH2:3][CH2:4][CH2:5][CH2:6][CH2:7][CH3:8]. The yield is 0.740. (3) The reactants are [NH:1]1[C:9]2[C:4](=[CH:5][C:6]([NH2:10])=[CH:7][CH:8]=2)[CH:3]=[CH:2]1.C(N(CC)CC)C.[C:18](O[C:18]([O:20][C:21]([CH3:24])([CH3:23])[CH3:22])=[O:19])([O:20][C:21]([CH3:24])([CH3:23])[CH3:22])=[O:19]. The catalyst is ClCCl. The product is [NH:1]1[C:9]2[C:4](=[CH:5][C:6]([NH:10][C:18](=[O:19])[O:20][C:21]([CH3:24])([CH3:23])[CH3:22])=[CH:7][CH:8]=2)[CH:3]=[CH:2]1. The yield is 0.430. (4) The reactants are [F:1][CH:2]([F:14])[C:3]1[NH:7][C:6]2[CH:8]=[CH:9][CH:10]=[C:11]([O:12][CH3:13])[C:5]=2[N:4]=1.[Cl:15][C:16]1[N:21]=[C:20](Cl)[N:19]=[C:18]([N:23]2[CH2:28][CH2:27][O:26][CH2:25][CH2:24]2)[N:17]=1.C([O-])([O-])=O.[K+].[K+]. The catalyst is CN(C=O)C.O. The product is [Cl:15][C:16]1[N:17]=[C:18]([N:23]2[CH2:24][CH2:25][O:26][CH2:27][CH2:28]2)[N:19]=[C:20]([N:7]2[C:6]3[CH:8]=[CH:9][CH:10]=[C:11]([O:12][CH3:13])[C:5]=3[N:4]=[C:3]2[CH:2]([F:1])[F:14])[N:21]=1. The yield is 0.860. (5) The reactants are CN(OC)[C:3]([CH:5]1[CH2:10][CH2:9][CH2:8][CH2:7][CH2:6]1)=[O:4].[CH2:13]([Mg]Cl)[C:14]1[CH:19]=[CH:18][CH:17]=[CH:16][CH:15]=1.C(OCC)C.O. The catalyst is O1CCCC1. The product is [CH2:13]([C:3]([CH:5]1[CH2:10][CH2:9][CH2:8][CH2:7][CH2:6]1)=[O:4])[C:14]1[CH:19]=[CH:18][CH:17]=[CH:16][CH:15]=1. The yield is 0.700. (6) The reactants are [C:1]([C:3]1[C:4]([NH2:9])=[N:5][CH:6]=[CH:7][CH:8]=1)#[CH:2].[F:10][C:11]1[CH:16]=[C:15]([CH2:17][O:18][C:19]2[CH:24]=[CH:23][CH:22]=[CH:21][N:20]=2)[CH:14]=[CH:13][C:12]=1[CH2:25][C:26](Cl)=[N:27][OH:28].C(N(CC)CC)C. The catalyst is O1CCCC1. The product is [F:10][C:11]1[CH:16]=[C:15]([CH2:17][O:18][C:19]2[CH:24]=[CH:23][CH:22]=[CH:21][N:20]=2)[CH:14]=[CH:13][C:12]=1[CH2:25][C:26]1[CH:2]=[C:1]([C:3]2[C:4]([NH2:9])=[N:5][CH:6]=[CH:7][CH:8]=2)[O:28][N:27]=1. The yield is 0.240. (7) The catalyst is [Br-].C[P+](C1C=CC=CC=1)(C1C=CC=CC=1)C1C=CC=CC=1.O1CCCC1. The reactants are [CH2:1]([Li])[CH2:2][CH2:3][CH3:4].CCCCCC.C([C@H]1C[O:17][C:16]([CH3:20])([CH3:19])[N:15]1[C:21]([O:23][C:24]([CH3:27])([CH3:26])[CH3:25])=[O:22])=O. The yield is 0.640. The product is [CH3:19][C:16]1([CH3:20])[N:15]([C:21]([O:23][C:24]([CH3:27])([CH3:26])[CH3:25])=[O:22])[C@@H:2]([CH:3]=[CH2:4])[CH2:1][O:17]1. (8) The reactants are I[C:2]1[CH:3]=[CH:4][CH:5]=[C:6]2[C:11]=1[N:10]=[CH:9][C:8]([S:12]([C:15]1[CH:20]=[CH:19][CH:18]=[CH:17][CH:16]=1)(=[O:14])=[O:13])=[CH:7]2.[C:21]([O:25][C:26]([N:28]1[CH2:33][C@@H:32]2[CH2:34][C@H:29]1[CH2:30][NH:31]2)=[O:27])([CH3:24])([CH3:23])[CH3:22].CC(C)([O-])C.[Na+]. The catalyst is C(=CC(C=CC1C=CC=CC=1)=O)C1C=CC=CC=1.C(=CC(C=CC1C=CC=CC=1)=O)C1C=CC=CC=1.C(=CC(C=CC1C=CC=CC=1)=O)C1C=CC=CC=1.C(=CC(C=CC1C=CC=CC=1)=O)C1C=CC=CC=1.[Pd].[Pd].C1(P[C-]2C=CC=C2)C=CC=CC=1.[C-]1(PC2C=CC=CC=2)C=CC=C1.[Fe+2]. The product is [C:21]([O:25][C:26]([N:28]1[CH2:33][C@@H:32]2[CH2:34][C@H:29]1[CH2:30][N:31]2[C:2]1[CH:3]=[CH:4][CH:5]=[C:6]2[C:11]=1[N:10]=[CH:9][C:8]([S:12]([C:15]1[CH:20]=[CH:19][CH:18]=[CH:17][CH:16]=1)(=[O:14])=[O:13])=[CH:7]2)=[O:27])([CH3:24])([CH3:22])[CH3:23]. The yield is 0.700. (9) The reactants are O[Li].O.C[O:5][C:6](=[O:24])[CH:7]([CH3:23])[C:8]([NH:10][C:11]1[CH:16]=[CH:15][C:14]([C:17]2[CH:22]=[CH:21][CH:20]=[CH:19][CH:18]=2)=[CH:13][CH:12]=1)=[O:9].C1COCC1.O. The catalyst is CO. The product is [C:14]1([C:17]2[CH:18]=[CH:19][CH:20]=[CH:21][CH:22]=2)[CH:15]=[CH:16][C:11]([NH:10][C:8](=[O:9])[CH:7]([CH3:23])[C:6]([OH:24])=[O:5])=[CH:12][CH:13]=1. The yield is 0.830.